Dataset: Catalyst prediction with 721,799 reactions and 888 catalyst types from USPTO. Task: Predict which catalyst facilitates the given reaction. (1) The catalyst class is: 37. Product: [C:20]([C:2]1[CH:7]=[CH:6][C:5]([NH:8][C:9](=[O:11])[CH3:10])=[CH:4][C:3]=1[S:12]([C:15]([F:18])([F:17])[F:16])(=[O:14])=[O:13])#[N:21]. Reactant: Br[C:2]1[CH:7]=[CH:6][C:5]([NH:8][C:9](=[O:11])[CH3:10])=[CH:4][C:3]=1[S:12]([C:15]([F:18])([F:17])[F:16])(=[O:14])=[O:13].[Cu][C:20]#[N:21]. (2) Reactant: C([O:8][CH2:9][C@H:10]1[O:14][C:13](=[O:15])[CH2:12][C@@H:11]1[CH:16]1[O:20][CH2:19][CH2:18][O:17]1)C1C=CC=CC=1. Product: [O:17]1[CH2:18][CH2:19][O:20][CH:16]1[C@@H:11]1[C@@H:10]([CH2:9][OH:8])[O:14][C:13](=[O:15])[CH2:12]1. The catalyst class is: 19.